From a dataset of Full USPTO retrosynthesis dataset with 1.9M reactions from patents (1976-2016). Predict the reactants needed to synthesize the given product. (1) The reactants are: [NH:1]1[CH2:5][CH2:4][CH2:3][C@H:2]1[CH2:6][OH:7].CCN(C(C)C)C(C)C.[C:17](Cl)(=[O:24])[C:18]1[CH:23]=[CH:22][CH:21]=[CH:20][CH:19]=1. Given the product [OH:7][CH2:6][C@@H:2]1[CH2:3][CH2:4][CH2:5][N:1]1[C:17]([C:18]1[CH:23]=[CH:22][CH:21]=[CH:20][CH:19]=1)=[O:24], predict the reactants needed to synthesize it. (2) Given the product [CH:25]([O:24][C:19]1[CH:20]=[C:21]2[C:16](=[CH:17][C:18]=1[N+:28]([O-:30])=[O:29])[C:15](=[O:31])[N:14]([CH:11]1[CH2:12][CH2:13][NH:8][CH2:9][CH2:10]1)[C:22]2=[O:23])([CH3:27])[CH3:26], predict the reactants needed to synthesize it. The reactants are: C(OC([N:8]1[CH2:13][CH2:12][CH:11]([N:14]2[C:22](=[O:23])[C:21]3[C:16](=[CH:17][C:18]([N+:28]([O-:30])=[O:29])=[C:19]([O:24][CH:25]([CH3:27])[CH3:26])[CH:20]=3)[C:15]2=[O:31])[CH2:10][CH2:9]1)=O)(C)(C)C.C(O)(C(F)(F)F)=O.C([O-])(O)=O.[Na+]. (3) Given the product [Cl:12][C:11]1[N:10]([CH2:13][O:14][CH2:15][CH2:16][Si:17]([CH3:20])([CH3:19])[CH3:18])[C:9]([O:21][CH2:22][CH3:23])=[N:8][C:7]=1[CH:35]=[O:36], predict the reactants needed to synthesize it. The reactants are: C([Li])CCC.Br[C:7]1[N:8]=[C:9]([O:21][CH2:22][CH3:23])[N:10]([CH2:13][O:14][CH2:15][CH2:16][Si:17]([CH3:20])([CH3:19])[CH3:18])[C:11]=1[Cl:12].CN(C)CCN(C)C.CN([CH:35]=[O:36])C.[NH4+].[OH-]. (4) Given the product [C:14]1([NH:13][CH2:2][C:3]2[CH:12]=[CH:11][C:6]([C:7]([O:9][CH3:10])=[O:8])=[CH:5][CH:4]=2)[CH:19]=[CH:18][CH:17]=[CH:16][CH:15]=1, predict the reactants needed to synthesize it. The reactants are: Br[CH2:2][C:3]1[CH:12]=[CH:11][C:6]([C:7]([O:9][CH3:10])=[O:8])=[CH:5][CH:4]=1.[NH2:13][C:14]1[CH:19]=[CH:18][CH:17]=[CH:16][CH:15]=1.C(=O)([O-])[O-].[K+].[K+]. (5) Given the product [CH:9]1([N:6]2[CH:5]=[C:4]([N+:1]([O-:3])=[O:2])[CH:8]=[N:7]2)[CH2:11][CH2:10]1, predict the reactants needed to synthesize it. The reactants are: [N+:1]([C:4]1[CH:5]=[N:6][NH:7][CH:8]=1)([O-:3])=[O:2].[CH:9]1(B(O)O)[CH2:11][CH2:10]1.C(=O)([O-])[O-].[Na+].[Na+].ClC(Cl)C. (6) Given the product [O:1]=[CH:2][C@@H:3]([C@H:5]([C@@H:7]([C@@H:9]([CH2:11][OH:13])[OH:10])[OH:8])[OH:6])[OH:4], predict the reactants needed to synthesize it. The reactants are: [O:1]=[CH:2][C@@H:3]([C@H:5]([C@@H:7]([CH2:9][OH:10])[OH:8])[OH:6])[OH:4].[CH2:11]([OH:13])C. (7) Given the product [Cl:14][C:15]1[CH:16]=[C:17]([NH:18][C:2]2[C:3]([C:11]([NH2:13])=[O:12])=[N:4][C:5]([CH2:9][CH3:10])=[C:6]([NH:33][C@H:34]3[CH2:39][CH2:38][C@H:37]([OH:40])[CH2:36][CH2:35]3)[N:7]=2)[CH:19]=[CH:20][C:21]=1[S:22]([CH3:25])(=[O:24])=[O:23], predict the reactants needed to synthesize it. The reactants are: Cl[C:2]1[C:3]([C:11]([NH2:13])=[O:12])=[N:4][C:5]([CH2:9][CH3:10])=[C:6](Cl)[N:7]=1.[Cl:14][C:15]1[CH:16]=[C:17]([CH:19]=[CH:20][C:21]=1[S:22]([CH3:25])(=[O:24])=[O:23])[NH2:18].CN1C(=O)CCC1.[NH2:33][C@H:34]1[CH2:39][CH2:38][C@H:37]([OH:40])[CH2:36][CH2:35]1. (8) Given the product [CH:26]1([NH:25][CH:8]2[C:7]3[S:6][C:5]([C:3]([NH2:32])=[O:2])=[N:14][C:13]=3[C:12]3[CH:15]=[C:16]([C:19]#[C:20][C:21]([OH:24])([CH3:23])[CH3:22])[CH:17]=[CH:18][C:11]=3[O:10][CH2:9]2)[CH2:29][CH2:28][CH2:27]1, predict the reactants needed to synthesize it. The reactants are: C[O:2][C:3]([C:5]1[S:6][C:7]2[CH:8]([NH:25][CH:26]3[CH2:29][CH2:28][CH2:27]3)[CH2:9][O:10][C:11]3[CH:18]=[CH:17][C:16]([C:19]#[C:20][C:21]([OH:24])([CH3:23])[CH3:22])=[CH:15][C:12]=3[C:13]=2[N:14]=1)=O.CO.[NH3:32].